From a dataset of Reaction yield outcomes from USPTO patents with 853,638 reactions. Predict the reaction yield, written as a fraction of the theoretical maximum amount of product (1.0 means a 100% yield; for example, 0.34 means a 34% yield). (1) The reactants are [C:1]([C:3]1[S:7][C:6]([CH:8]=O)=[CH:5][CH:4]=1)#[CH:2].[NH:10]1[CH2:15][CH2:14][O:13][CH2:12][CH2:11]1.CC(O)=O.[BH-](OC(C)=O)(OC(C)=O)OC(C)=O.[Na+]. The catalyst is ClCCCl.C(Cl)Cl. The product is [C:1]([C:3]1[S:7][C:6]([CH2:8][N:10]2[CH2:15][CH2:14][O:13][CH2:12][CH2:11]2)=[CH:5][CH:4]=1)#[CH:2]. The yield is 0.600. (2) The reactants are [Br:1][C:2]1[CH:7]=[CH:6][CH:5]=[C:4](Br)[N:3]=1.[NH2:9][NH2:10]. The catalyst is C(O)CCC. The product is [Br:1][C:2]1[N:3]=[C:4]([NH:9][NH2:10])[CH:5]=[CH:6][CH:7]=1. The yield is 0.920.